This data is from Reaction yield outcomes from USPTO patents with 853,638 reactions. The task is: Predict the reaction yield, written as a fraction of the theoretical maximum amount of product (1.0 means a 100% yield; for example, 0.34 means a 34% yield). (1) The reactants are [OH:1][C:2]1[C:6]([C:7]([O:9][CH2:10][CH3:11])=[O:8])=[CH:5][N:4]([C:12]([O:14][C:15]([CH3:18])([CH3:17])[CH3:16])=[O:13])[N:3]=1.[CH3:19][O:20][CH2:21]Cl.C(N(CC)C(C)C)(C)C.C(=O)([O-])O.[Na+]. The yield is 0.200. The product is [CH3:19][O:20][CH2:21][O:1][C:2]1[C:6]([C:7]([O:9][CH2:10][CH3:11])=[O:8])=[CH:5][N:4]([C:12]([O:14][C:15]([CH3:17])([CH3:16])[CH3:18])=[O:13])[N:3]=1. The catalyst is O1CCCC1. (2) The reactants are [C:1]([O:5][C:6](=[O:16])[NH:7][CH:8]1[CH2:13][CH:12]([OH:14])[CH2:11][NH:10][C:9]1=[O:15])([CH3:4])([CH3:3])[CH3:2].[C:17]([Si:21]([CH3:24])([CH3:23])Cl)([CH3:20])([CH3:19])[CH3:18].N1C=CN=C1. The catalyst is CN(C)C=O. The product is [C:1]([O:5][C:6](=[O:16])[NH:7][CH:8]1[CH2:13][CH:12]([O:14][Si:21]([C:17]([CH3:20])([CH3:19])[CH3:18])([CH3:24])[CH3:23])[CH2:11][NH:10][C:9]1=[O:15])([CH3:4])([CH3:2])[CH3:3]. The yield is 0.950. (3) The reactants are B.C1COCC1.[Br:7][C:8]1[CH:9]=[CH:10][CH:11]=[C:12]2[C:16]=1[N:15]([C:17](=O)[CH2:18][C:19]1[CH:24]=[CH:23][CH:22]=[C:21]([O:25][CH3:26])[CH:20]=1)[CH2:14][CH2:13]2.Cl.[OH-].[Na+]. The catalyst is C1COCC1. The product is [Br:7][C:8]1[CH:9]=[CH:10][CH:11]=[C:12]2[C:16]=1[N:15]([CH2:17][CH2:18][C:19]1[CH:24]=[CH:23][CH:22]=[C:21]([O:25][CH3:26])[CH:20]=1)[CH2:14][CH2:13]2. The yield is 0.630.